From a dataset of Reaction yield outcomes from USPTO patents with 853,638 reactions. Predict the reaction yield, written as a fraction of the theoretical maximum amount of product (1.0 means a 100% yield; for example, 0.34 means a 34% yield). (1) The reactants are [CH3:1][O:2][C:3]([C:5]1[S:6][C:7]([CH2:10][CH2:11][CH2:12][C@H:13]2[CH2:17][CH2:16][C:15](OS(C(F)(F)F)(=O)=O)=[C:14]2[C:26]2[CH:31]=[CH:30][C:29]([CH:32]([O:38][CH2:39][C:40]3[CH:45]=[CH:44][C:43]([O:46][CH3:47])=[CH:42][CH:41]=3)[CH2:33][CH2:34][CH2:35][CH2:36][CH3:37])=[CH:28][CH:27]=2)=[CH:8][CH:9]=1)=[O:4].[C-:48]#[N:49].[Na+]. The catalyst is CC#N.[Cu]I.C1C=CC([P]([Pd]([P](C2C=CC=CC=2)(C2C=CC=CC=2)C2C=CC=CC=2)([P](C2C=CC=CC=2)(C2C=CC=CC=2)C2C=CC=CC=2)[P](C2C=CC=CC=2)(C2C=CC=CC=2)C2C=CC=CC=2)(C2C=CC=CC=2)C2C=CC=CC=2)=CC=1. The product is [CH3:1][O:2][C:3]([C:5]1[S:6][C:7]([CH2:10][CH2:11][CH2:12][C@H:13]2[CH2:17][CH2:16][C:15]([C:48]#[N:49])=[C:14]2[C:26]2[CH:27]=[CH:28][C:29]([CH:32]([O:38][CH2:39][C:40]3[CH:45]=[CH:44][C:43]([O:46][CH3:47])=[CH:42][CH:41]=3)[CH2:33][CH2:34][CH2:35][CH2:36][CH3:37])=[CH:30][CH:31]=2)=[CH:8][CH:9]=1)=[O:4]. The yield is 0.880. (2) The reactants are [CH3:1][C:2]1[C:3]([C:16]2[CH:17]([OH:21])[CH2:18][CH2:19][CH:20]=2)=[CH:4][C:5]2[C:6]([CH3:15])([CH3:14])[CH2:7][CH2:8][C:9]([CH3:13])([CH3:12])[C:10]=2[CH:11]=1.Cl[CH:23](Cl)C. The catalyst is C(OCC)C.[Cl-].[NH4+]. The product is [CH3:1][C:2]1[C:3]([C:16]23[CH2:23][CH:20]2[CH2:19][CH2:18][CH:17]3[OH:21])=[CH:4][C:5]2[C:6]([CH3:15])([CH3:14])[CH2:7][CH2:8][C:9]([CH3:12])([CH3:13])[C:10]=2[CH:11]=1. The yield is 0.240. (3) The reactants are [CH3:1][N:2]1[CH:10]2[CH:5]([CH2:6][CH2:7][CH2:8][CH2:9]2)[CH2:4][CH2:3]1.[I:11][CH2:12][CH2:13][CH2:14][CH3:15]. The catalyst is CO. The product is [I-:11].[CH2:12]([N+:2]1([CH3:1])[CH:10]2[CH:5]([CH2:6][CH2:7][CH2:8][CH2:9]2)[CH2:4][CH2:3]1)[CH2:13][CH2:14][CH3:15]. The yield is 0.860. (4) The reactants are [NH2:1][C:2]1[CH:7]=[CH:6][C:5]([C:8]2[CH:13]=[CH:12][C:11]([C:14]([C@@H:16]3[CH2:20][CH2:19][CH2:18][C@H:17]3[C:21]([O:23][CH3:24])=[O:22])=[O:15])=[CH:10][CH:9]=2)=[CH:4][C:3]=1[F:25].[CH3:26][O:27][C:28]1[CH:40]=[CH:39][C:31]2[N:32]=[C:33](S(C)(=O)=O)[S:34][C:30]=2[CH:29]=1.Cl.[CH2:42](O)[CH2:43][CH2:44]C. No catalyst specified. The product is [F:25][C:3]1[CH:4]=[C:5]([C:8]2[CH:9]=[CH:10][C:11]([C:14]([C@@H:16]3[CH2:20][CH2:19][CH2:18][C@H:17]3[C:21]([O:23][CH2:24][CH2:42][CH2:43][CH3:44])=[O:22])=[O:15])=[CH:12][CH:13]=2)[CH:6]=[CH:7][C:2]=1[NH:1][C:33]1[S:34][C:30]2[CH:29]=[C:28]([O:27][CH3:26])[CH:40]=[CH:39][C:31]=2[N:32]=1. The yield is 0.650. (5) The reactants are [F:1][C:2]1[CH:3]=[N:4][C:5]2[C:10]([C:11]=1[CH2:12][CH2:13][N:14]1[CH2:19][CH2:18][CH:17]([NH:20]C(=O)OC(C)(C)C)[CH2:16][CH2:15]1)=[CH:9][C:8]([O:28][CH3:29])=[CH:7][C:6]=2[F:30].FC(F)(F)C(O)=O. The catalyst is ClCCl. The product is [F:1][C:2]1[CH:3]=[N:4][C:5]2[C:10]([C:11]=1[CH2:12][CH2:13][N:14]1[CH2:15][CH2:16][CH:17]([NH2:20])[CH2:18][CH2:19]1)=[CH:9][C:8]([O:28][CH3:29])=[CH:7][C:6]=2[F:30]. The yield is 1.00. (6) The reactants are C(NC(C)C)(C)C.[Li]CCCC.[C:13]([N:20]1[CH2:25][CH2:24][CH2:23][CH2:22][C:21]1=O)([O:15][C:16]([CH3:19])([CH3:18])[CH3:17])=[O:14].C1C=CC(N([S:41]([C:44]([F:47])([F:46])[F:45])(=[O:43])=[O:42])[S:41]([C:44]([F:47])([F:46])[F:45])(=[O:43])=[O:42])=CC=1.C1C[O:51]CC1. No catalyst specified. The product is [C:16]([O:15][C:13]([N:20]1[CH2:25][CH:24]=[C:23]([O:42][S:41]([C:44]([F:47])([F:46])[F:45])(=[O:51])=[O:43])[CH2:22][CH2:21]1)=[O:14])([CH3:19])([CH3:18])[CH3:17]. The yield is 0.750.